This data is from Full USPTO retrosynthesis dataset with 1.9M reactions from patents (1976-2016). The task is: Predict the reactants needed to synthesize the given product. (1) Given the product [F:38][C:32]1[CH:33]=[CH:34][CH:35]=[C:36]([F:37])[C:31]=1[C:11]1[NH:10][C:18]2[C:13]([CH:12]=1)=[CH:14][C:15]([C:19]1[N:20]=[C:21]([C:25]3[CH:26]=[N:27][CH:28]=[CH:29][CH:30]=3)[S:22][C:23]=1[CH3:24])=[CH:16][CH:17]=2, predict the reactants needed to synthesize it. The reactants are: C1(S([N:10]2[C:18]3[C:13](=[CH:14][C:15]([C:19]4[N:20]=[C:21]([C:25]5[CH:26]=[N:27][CH:28]=[CH:29][CH:30]=5)[S:22][C:23]=4[CH3:24])=[CH:16][CH:17]=3)[CH:12]=[C:11]2[C:31]2[C:36]([F:37])=[CH:35][CH:34]=[CH:33][C:32]=2[F:38])(=O)=O)C=CC=CC=1.C([O-])([O-])=O.[Cs+].[Cs+]. (2) Given the product [CH2:19]([O:23][C:4]1[CH:9]=[C:8]([O:10][CH:11]([CH3:16])[C:12]([O:15][CH3:18])([CH3:14])[CH3:13])[N:7]=[CH:6][N:5]=1)[C:20]#[C:21][CH3:22], predict the reactants needed to synthesize it. The reactants are: [H-].[Na+].Cl[C:4]1[CH:9]=[C:8]([O:10][CH:11]([CH3:16])[C:12]([OH:15])([CH3:14])[CH3:13])[N:7]=[CH:6][N:5]=1.I[CH3:18].[CH2:19]([OH:23])[C:20]#[C:21][CH3:22].[Cl-].[NH4+]. (3) The reactants are: [CH2:1]([O:3][C:4](=[O:28])[CH2:5][NH:6][C:7]1[CH:12]=[C:11]([Cl:13])[C:10]([O:14][C:15]2[CH:20]=[CH:19][C:18]([O:21][CH3:22])=[C:17]([CH:23]([CH2:25][CH3:26])[CH3:24])[CH:16]=2)=[C:9]([Cl:27])[CH:8]=1)[CH3:2].Cl[C:30]([O:32][CH2:33][CH3:34])=[O:31]. Given the product [CH2:1]([O:3][C:4](=[O:28])[CH2:5][N:6]([C:7]1[CH:12]=[C:11]([Cl:13])[C:10]([O:14][C:15]2[CH:20]=[CH:19][C:18]([O:21][CH3:22])=[C:17]([CH:23]([CH2:25][CH3:26])[CH3:24])[CH:16]=2)=[C:9]([Cl:27])[CH:8]=1)[C:30]([O:32][CH2:33][CH3:34])=[O:31])[CH3:2], predict the reactants needed to synthesize it. (4) Given the product [NH2:1][C:4]1[CH:14]=[CH:13][C:12]([O:15][C:16]2[CH:21]=[CH:20][CH:19]=[CH:18][CH:17]=2)=[CH:11][C:5]=1[C:6]([O:8][CH2:9][CH3:10])=[O:7], predict the reactants needed to synthesize it. The reactants are: [N+:1]([C:4]1[CH:14]=[CH:13][C:12]([O:15][C:16]2[CH:21]=[CH:20][CH:19]=[CH:18][CH:17]=2)=[CH:11][C:5]=1[C:6]([O:8][CH2:9][CH3:10])=[O:7])([O-])=O.CCOC(C)=O. (5) Given the product [Cl:41][C:42]1[CH:43]=[C:44]([CH:48]([O:49][CH2:50][C:51]([NH:53][CH2:54][CH3:55])=[O:52])[C@@H:56]2[CH2:57][CH2:29][CH2:28][N:27]([C:25]([NH:1][C@@H:2]([CH2:13][CH:14]3[CH2:15][CH2:16][CH2:17][CH2:18][CH2:19]3)[CH2:3][N:4]([CH3:12])[C:5](=[O:11])[O:6][C:7]([CH3:9])([CH3:10])[CH3:8])=[O:26])[CH2:31]2)[CH:45]=[CH:46][CH:47]=1, predict the reactants needed to synthesize it. The reactants are: [NH2:1][C@@H:2]([CH2:13][CH:14]1[CH2:19][CH2:18][CH2:17][CH2:16][CH2:15]1)[CH2:3][N:4]([CH3:12])[C:5](=[O:11])[O:6][C:7]([CH3:10])([CH3:9])[CH3:8].C1N=CN([C:25]([N:27]2[CH:31]=N[CH:29]=[CH:28]2)=[O:26])C=1.CCN(C(C)C)C(C)C.[Cl:41][C:42]1[CH:43]=[C:44]([CH:48]([C@@H:56]2CCCN[CH2:57]2)[O:49][CH2:50][C:51]([NH:53][CH2:54][CH3:55])=[O:52])[CH:45]=[CH:46][CH:47]=1. (6) Given the product [C:26]([NH:1][C:2]1[N:7]=[C:6]([C:8]([NH:10][CH:11]([C:13]2[CH:14]=[N:15][C:16]([O:20][CH2:21][C:22]([F:24])([F:25])[F:23])=[C:17]([CH3:19])[CH:18]=2)[CH3:12])=[O:9])[CH:5]=[CH:4][N:3]=1)(=[O:30])[CH:27]([CH3:29])[CH3:28], predict the reactants needed to synthesize it. The reactants are: [NH2:1][C:2]1[N:7]=[C:6]([C:8]([NH:10][CH:11]([C:13]2[CH:14]=[N:15][C:16]([O:20][CH2:21][C:22]([F:25])([F:24])[F:23])=[C:17]([CH3:19])[CH:18]=2)[CH3:12])=[O:9])[CH:5]=[CH:4][N:3]=1.[C:26](Cl)(=[O:30])[CH:27]([CH3:29])[CH3:28]. (7) Given the product [CH2:7]([N:14]([CH3:29])[CH2:15][CH2:16][CH2:17][NH:19][C:20]1[CH:21]=[C:22]2[C:26](=[CH:27][CH:28]=1)[NH:25][N:24]=[CH:23]2)[C:8]1[CH:9]=[CH:10][CH:11]=[CH:12][CH:13]=1, predict the reactants needed to synthesize it. The reactants are: [H-].[Al+3].[Li+].[H-].[H-].[H-].[CH2:7]([N:14]([CH3:29])[CH2:15][CH2:16][C:17]([NH:19][C:20]1[CH:21]=[C:22]2[C:26](=[CH:27][CH:28]=1)[NH:25][N:24]=[CH:23]2)=O)[C:8]1[CH:13]=[CH:12][CH:11]=[CH:10][CH:9]=1.O.